Dataset: Full USPTO retrosynthesis dataset with 1.9M reactions from patents (1976-2016). Task: Predict the reactants needed to synthesize the given product. (1) The reactants are: NC1C=C(Cl)C(OC)=CC=1C(C1C=CC=CC=1Cl)=O.NC1C(C)=NN(CC=C)C=1Cl.[Cl:31][C:32]1[C:56]([O:57][CH3:58])=[CH:55][C:35]2[C:36]([C:48]3[CH:53]=[CH:52][CH:51]=[CH:50][C:49]=3[Cl:54])=[N:37][C:38]3[C:39]([N:41](CC=C)[NH:42][C:43]=3[CH3:44])=[N:40][C:34]=2[CH:33]=1.[H-].C([Al+]CC(C)C)C(C)C. Given the product [Cl:31][C:32]1[C:56]([O:57][CH3:58])=[CH:55][C:35]2[C:36]([C:48]3[CH:53]=[CH:52][CH:51]=[CH:50][C:49]=3[Cl:54])=[N:37][C:38]3[C:39]([NH:41][NH:42][C:43]=3[CH3:44])=[N:40][C:34]=2[CH:33]=1, predict the reactants needed to synthesize it. (2) Given the product [CH2:30]([N:15]([C:12]1[C:11]([CH3:27])=[CH:10][C:9]2[C:8]([CH3:28])([CH3:29])[CH2:7][CH:6]=[C:5]([C:1]([CH3:4])([CH3:3])[CH3:2])[C:14]=2[CH:13]=1)[C:16]1[CH:17]=[CH:18][C:19]([C:20]([O:22][CH2:23][CH3:24])=[O:21])=[CH:25][CH:26]=1)[CH3:31], predict the reactants needed to synthesize it. The reactants are: [C:1]([C:5]1[C:14]2[CH:13]=[C:12]([NH:15][C:16]3[CH:26]=[CH:25][C:19]([C:20]([O:22][CH2:23][CH3:24])=[O:21])=[CH:18][CH:17]=3)[C:11]([CH3:27])=[CH:10][C:9]=2[C:8]([CH3:29])([CH3:28])[CH2:7][CH:6]=1)([CH3:4])([CH3:3])[CH3:2].[CH:30](=O)[CH3:31]. (3) Given the product [Cl:1][C:2]1[CH:7]=[CH:6][C:5]([C@@:8]2([CH3:37])[C@:12]([C:14]3[CH:19]=[CH:18][C:17]([Cl:20])=[CH:16][CH:15]=3)([CH3:13])[N:11]([C:21]([N:43]3[CH2:44][CH2:45][N:40]([CH2:46][C:47]([NH2:49])=[O:48])[CH2:41][CH2:42]3)=[O:22])[C:10]([C:24]3[CH:29]=[CH:28][C:27]([C:30]([OH:33])([CH3:32])[CH3:31])=[CH:26][C:25]=3[O:34][CH2:35][CH3:36])=[N:9]2)=[CH:4][CH:3]=1, predict the reactants needed to synthesize it. The reactants are: [Cl:1][C:2]1[CH:7]=[CH:6][C:5]([C:8]2([CH3:37])[C:12]([C:14]3[CH:19]=[CH:18][C:17]([Cl:20])=[CH:16][CH:15]=3)([CH3:13])[N:11]([C:21](Cl)=[O:22])[C:10]([C:24]3[CH:29]=[CH:28][C:27]([C:30]([OH:33])([CH3:32])[CH3:31])=[CH:26][C:25]=3[O:34][CH2:35][CH3:36])=[N:9]2)=[CH:4][CH:3]=1.Cl.Cl.[N:40]1([CH2:46][C:47]([NH2:49])=[O:48])[CH2:45][CH2:44][NH:43][CH2:42][CH2:41]1. (4) Given the product [NH2:15][C:13]([C:7]1[C:8]([CH3:12])=[N:9][C:10]2[C:5]([C:6]=1[NH:17][C:18]1[CH:19]=[C:20]([CH:26]=[CH:27][CH:28]=1)[C:21]([O:23][CH2:24][CH3:25])=[O:22])=[CH:4][CH:3]=[C:2]([Br:1])[CH:11]=2)=[O:14], predict the reactants needed to synthesize it. The reactants are: [Br:1][C:2]1[CH:11]=[C:10]2[C:5]([C:6](Cl)=[C:7]([C:13]([NH2:15])=[O:14])[C:8]([CH3:12])=[N:9]2)=[CH:4][CH:3]=1.[NH2:17][C:18]1[CH:19]=[C:20]([CH:26]=[CH:27][CH:28]=1)[C:21]([O:23][CH2:24][CH3:25])=[O:22]. (5) The reactants are: [Br:1][C:2]1[CH:3]=[C:4]([CH:26]=[C:27]([Br:31])[C:28]=1[O:29]C)[C:5]([N:7]1[CH2:12][CH2:11][O:10][C:9]2[N:13]=[CH:14][C:15]([C:17]3[CH:22]=[CH:21][C:20]([C:23](=[O:25])[CH3:24])=[CH:19][CH:18]=3)=[CH:16][C:8]1=2)=[O:6].[Br-].[Li+].N1CCNCC1.Cl. Given the product [Br:1][C:2]1[CH:3]=[C:4]([CH:26]=[C:27]([Br:31])[C:28]=1[OH:29])[C:5]([N:7]1[CH2:12][CH2:11][O:10][C:9]2[N:13]=[CH:14][C:15]([C:17]3[CH:22]=[CH:21][C:20]([C:23](=[O:25])[CH3:24])=[CH:19][CH:18]=3)=[CH:16][C:8]1=2)=[O:6], predict the reactants needed to synthesize it. (6) Given the product [ClH:1].[NH2:52][CH2:51][C@H:48]1[CH2:49][CH2:50][C@H:45]([C:43]([NH:42][C@H:27]([C:28](=[O:41])[NH:29][C:30]2[CH:35]=[CH:34][C:33]([C:36]3[NH:40][N:39]=[N:38][N:37]=3)=[CH:32][CH:31]=2)[CH2:26][C:22]2[CH:21]=[C:20]([C:17]3[CH:18]=[CH:19][C:14]([C:12]([NH:11][CH2:10][CH2:9][O:8][CH2:7][CH2:6][O:5][CH2:4][CH2:3][OH:2])=[O:13])=[CH:15][C:16]=3[CH3:60])[CH:25]=[CH:24][CH:23]=2)=[O:44])[CH2:46][CH2:47]1, predict the reactants needed to synthesize it. The reactants are: [ClH:1].[OH:2][CH2:3][CH2:4][O:5][CH2:6][CH2:7][O:8][CH2:9][CH2:10][NH:11][C:12]([C:14]1[CH:19]=[CH:18][C:17]([C:20]2[CH:25]=[CH:24][CH:23]=[C:22]([CH2:26][C@H:27]([NH:42][C:43]([C@H:45]3[CH2:50][CH2:49][C@H:48]([CH2:51][NH:52]C(=O)OC(C)(C)C)[CH2:47][CH2:46]3)=[O:44])[C:28](=[O:41])[NH:29][C:30]3[CH:35]=[CH:34][C:33]([C:36]4[NH:40][N:39]=[N:38][N:37]=4)=[CH:32][CH:31]=3)[CH:21]=2)=[C:16]([CH3:60])[CH:15]=1)=[O:13].C(#N)C. (7) Given the product [N:35]([CH2:27][C:24]1([C:16]2[O:15][N:14]=[C:13]([C:10]3[CH:11]=[CH:12][C:7]([OH:6])=[CH:8][CH:9]=3)[C:17]=2[C:18]2[CH:23]=[CH:22][CH:21]=[CH:20][CH:19]=2)[CH2:26][CH2:25]1)=[N+:36]=[N-:37], predict the reactants needed to synthesize it. The reactants are: C([Si](C)(C)[O:6][C:7]1[CH:12]=[CH:11][C:10]([C:13]2[C:17]([C:18]3[CH:23]=[CH:22][CH:21]=[CH:20][CH:19]=3)=[C:16]([C:24]3([CH2:27]OS(C)(=O)=O)[CH2:26][CH2:25]3)[O:15][N:14]=2)=[CH:9][CH:8]=1)(C)(C)C.[N-:35]=[N+:36]=[N-:37].[Na+]. (8) Given the product [Cl:74][C:75]1[N:80]=[CH:79][C:78]([S:81]([N:18]2[CH2:19][CH2:20][N:15]([C:12]3[N:13]=[CH:14][C:9]([C:3]([OH:8])([C:2]([F:1])([F:32])[F:33])[C:4]([F:5])([F:6])[F:7])=[CH:10][N:11]=3)[C@@H:16]([CH2:21][N:22]3[CH:23]4[CH2:30][CH:29]([OH:31])[CH2:28][CH:27]3[CH2:26][O:25][CH2:24]4)[CH2:17]2)(=[O:83])=[O:82])=[CH:77][CH:76]=1.[Cl:74][C:75]1[N:80]=[CH:79][C:78]([S:81]([N:51]2[CH2:52][CH2:53][N:48]([C:45]3[N:46]=[CH:47][C:42]([C:36]([OH:41])([C:35]([F:34])([F:65])[F:66])[C:37]([F:39])([F:38])[F:40])=[CH:43][N:44]=3)[C@@H:49]([CH2:54][N:55]3[CH:56]4[CH2:63][C:62](=[O:64])[CH2:61][CH:60]3[CH2:59][O:58][CH2:57]4)[CH2:50]2)(=[O:83])=[O:82])=[CH:77][CH:76]=1, predict the reactants needed to synthesize it. The reactants are: [F:1][C:2]([F:33])([F:32])[C:3]([C:9]1[CH:10]=[N:11][C:12]([N:15]2[CH2:20][CH2:19][NH:18][CH2:17][C@@H:16]2[CH2:21][N:22]2[CH:27]3[CH2:28][CH:29]([OH:31])[CH2:30][CH:23]2[CH2:24][O:25][CH2:26]3)=[N:13][CH:14]=1)([OH:8])[C:4]([F:7])([F:6])[F:5].[F:34][C:35]([F:66])([F:65])[C:36]([C:42]1[CH:43]=[N:44][C:45]([N:48]2[CH2:53][CH2:52][NH:51][CH2:50][C@@H:49]2[CH2:54][N:55]2[CH:60]3[CH2:61][C:62](=[O:64])[CH2:63][CH:56]2[CH2:57][O:58][CH2:59]3)=[N:46][CH:47]=1)([OH:41])[C:37]([F:40])([F:39])[F:38].C(N(CC)CC)C.[Cl:74][C:75]1[N:80]=[CH:79][C:78]([S:81](Cl)(=[O:83])=[O:82])=[CH:77][CH:76]=1.